From a dataset of Forward reaction prediction with 1.9M reactions from USPTO patents (1976-2016). Predict the product of the given reaction. (1) Given the reactants [CH3:1][C:2]1C(C#N)=[CH:9][C:8]([CH3:13])=[C:7]2[C:3]=1[CH:4]=[CH:5][NH:6]2.[OH-:14].[K+].[CH3:16][CH2:17][OH:18], predict the reaction product. The product is: [CH3:1][C:2]1[C:16]([C:17]([OH:14])=[O:18])=[CH:9][C:8]([CH3:13])=[C:7]2[C:3]=1[CH:4]=[CH:5][NH:6]2. (2) Given the reactants C(OC([N:8]1[CH2:12][CH2:11][CH2:10][C@@H:9]1[CH2:13][O:14][C:15]1[CH:20]=[CH:19][C:18]([O:21][C:22]2[CH:27]=[CH:26][C:25]([Cl:28])=[CH:24][CH:23]=2)=[CH:17][CH:16]=1)=O)(C)(C)C.Cl, predict the reaction product. The product is: [Cl:28][C:25]1[CH:26]=[CH:27][C:22]([O:21][C:18]2[CH:19]=[CH:20][C:15]([O:14][CH2:13][C@H:9]3[CH2:10][CH2:11][CH2:12][NH:8]3)=[CH:16][CH:17]=2)=[CH:23][CH:24]=1. (3) Given the reactants Cl.[O:2]=[C:3]1[CH2:8][CH2:7][NH:6][CH2:5][CH:4]1[C:9]([O:11][CH3:12])=[O:10].C(N(CC)CC)C.[C:20](OC(=O)C)(=[O:22])[CH3:21], predict the reaction product. The product is: [C:20]([N:6]1[CH2:7][CH2:8][C:3](=[O:2])[CH:4]([C:9]([O:11][CH3:12])=[O:10])[CH2:5]1)(=[O:22])[CH3:21]. (4) Given the reactants [N+:1]([C:4]1[CH:9]=[CH:8][C:7]([C@H:10]2[CH2:13][C@H:12]([OH:14])[CH2:11]2)=[CH:6][CH:5]=1)([O-])=O, predict the reaction product. The product is: [NH2:1][C:4]1[CH:5]=[CH:6][C:7]([C@H:10]2[CH2:11][C@H:12]([OH:14])[CH2:13]2)=[CH:8][CH:9]=1. (5) Given the reactants [F:1][C:2]1[CH:3]=[N:4][CH:5]=[CH:6][C:7]=1[C:8]1[N:9]=[C:10]2[CH:22]=[C:21]([C:23]3[CH:30]=[CH:29][C:26]([C:27]#[N:28])=[CH:25][CH:24]=3)[NH:20][C:11]2=[N:12][C:13]=1[C:14]1[CH:15]=[N:16][CH:17]=[CH:18][CH:19]=1.[OH-:31].[Na+], predict the reaction product. The product is: [F:1][C:2]1[CH:3]=[N:4][CH:5]=[CH:6][C:7]=1[C:8]1[N:9]=[C:10]2[CH:22]=[C:21]([C:23]3[CH:30]=[CH:29][C:26]([C:27]([NH2:28])=[O:31])=[CH:25][CH:24]=3)[NH:20][C:11]2=[N:12][C:13]=1[C:14]1[CH:15]=[N:16][CH:17]=[CH:18][CH:19]=1. (6) Given the reactants [CH3:1][O:2][C:3]1[CH:4]=[C:5]2[C:9](=[CH:10][C:11]=1[O:12][CH3:13])[N:8]([CH2:14][C:15]([OH:17])=O)[CH:7]=[C:6]2[C:18]1[NH:26][C:21]2=[N:22][CH:23]=[CH:24][CH:25]=[C:20]2[CH:19]=1.[S:27]1[CH2:31][CH2:30][NH:29][CH2:28]1, predict the reaction product. The product is: [CH3:1][O:2][C:3]1[CH:4]=[C:5]2[C:9](=[CH:10][C:11]=1[O:12][CH3:13])[N:8]([CH2:14][C:15]([N:29]1[CH2:30][CH2:31][S:27][CH2:28]1)=[O:17])[CH:7]=[C:6]2[C:18]1[NH:26][C:21]2=[N:22][CH:23]=[CH:24][CH:25]=[C:20]2[CH:19]=1.